Predict which catalyst facilitates the given reaction. From a dataset of Catalyst prediction with 721,799 reactions and 888 catalyst types from USPTO. (1) Reactant: [CH3:1][C:2]1[CH:3]=[C:4]([C:11]([OH:13])=[O:12])[CH:5]=[C:6]2[C:10]=1[NH:9][N:8]=[CH:7]2.[Cl:14]N1C(=O)CCC1=O.S([O-])([O-])(=O)=S.[Na+].[Na+].Cl. Product: [Cl:14][C:7]1[C:6]2[C:10](=[C:2]([CH3:1])[CH:3]=[C:4]([C:11]([OH:13])=[O:12])[CH:5]=2)[NH:9][N:8]=1. The catalyst class is: 144. (2) Reactant: [NH2:1][C:2]1[C:7](/[CH:8]=[CH:9]/[C:10]([O:12][CH2:13][CH3:14])=[O:11])=[C:6]([O:15][C:16]2[CH:21]=[CH:20][C:19]([N+:22]([O-])=O)=[CH:18][CH:17]=2)[CH:5]=[CH:4][N:3]=1.[Cl-].[NH4+].CN(C)C=O.C(O)C. Product: [NH2:1][C:2]1[C:7](/[CH:8]=[CH:9]/[C:10]([O:12][CH2:13][CH3:14])=[O:11])=[C:6]([O:15][C:16]2[CH:17]=[CH:18][C:19]([NH2:22])=[CH:20][CH:21]=2)[CH:5]=[CH:4][N:3]=1. The catalyst class is: 150.